This data is from Reaction yield outcomes from USPTO patents with 853,638 reactions. The task is: Predict the reaction yield, written as a fraction of the theoretical maximum amount of product (1.0 means a 100% yield; for example, 0.34 means a 34% yield). The reactants are [CH3:1][C:2]1[CH:11]=[C:10]([NH:12][C:13]2[CH:14]=[C:15]([CH:33]=[CH:34][CH:35]=2)[C:16]([NH:18][NH:19][C:20](=[O:32])[CH2:21][N:22]2[CH2:31][CH2:30][C:29]3[C:24](=[CH:25][CH:26]=[CH:27][CH:28]=3)[CH2:23]2)=O)[C:9]2[C:4](=[CH:5][CH:6]=[CH:7][CH:8]=2)[N:3]=1. The catalyst is P(Cl)(Cl)(Cl)=O. The product is [CH2:23]1[C:24]2[C:29](=[CH:28][CH:27]=[CH:26][CH:25]=2)[CH2:30][CH2:31][N:22]1[CH2:21][C:20]1[O:32][C:16]([C:15]2[CH:14]=[C:13]([NH:12][C:10]3[C:9]4[C:4](=[CH:5][CH:6]=[CH:7][CH:8]=4)[N:3]=[C:2]([CH3:1])[CH:11]=3)[CH:35]=[CH:34][CH:33]=2)=[N:18][N:19]=1. The yield is 0.370.